From a dataset of Forward reaction prediction with 1.9M reactions from USPTO patents (1976-2016). Predict the product of the given reaction. (1) Given the reactants [Cl:1][C:2]1[CH:25]=[C:24]([O:26][CH2:27][CH:28]=[C:29]([Cl:31])[Cl:30])[CH:23]=[C:22]([Cl:32])[C:3]=1[O:4][CH2:5][CH2:6][CH2:7][O:8][C:9]1[CH:14]=[CH:13][C:12]([CH:15]2[CH2:20][CH2:19][CH2:18][C:17](=O)[CH2:16]2)=[CH:11][CH:10]=1.Cl.[CH3:34][O:35][NH2:36], predict the reaction product. The product is: [CH3:34][O:35][N:36]=[C:17]1[CH2:18][CH2:19][CH2:20][CH:15]([C:12]2[CH:11]=[CH:10][C:9]([O:8][CH2:7][CH2:6][CH2:5][O:4][C:3]3[C:22]([Cl:32])=[CH:23][C:24]([O:26][CH2:27][CH:28]=[C:29]([Cl:30])[Cl:31])=[CH:25][C:2]=3[Cl:1])=[CH:14][CH:13]=2)[CH2:16]1. (2) The product is: [ClH:30].[CH3:1][N:2]([CH2:3][C:4]1[O:5][C:6]2[CH:13]=[CH:12][CH:11]=[CH:10][C:7]=2[C:8]=1[CH3:9])[C:51](=[O:52])/[CH:50]=[CH:49]/[C:46]1[CH:47]=[N:48][C:42]2[NH:41][C:40](=[O:54])[N:39]([CH2:38][CH2:37][N:31]3[CH2:32][CH2:33][O:34][CH2:35][CH2:36]3)[CH2:44][C:43]=2[CH:45]=1. Given the reactants [CH3:1][NH:2][CH2:3][C:4]1[O:5][C:6]2[CH:13]=[CH:12][CH:11]=[CH:10][C:7]=2[C:8]=1[CH3:9].CNCC1C=CC2C(=CC=CC=2)C=1CCC.[ClH:30].[N:31]1([CH2:37][CH2:38][N:39]2[CH2:44][C:43]3[CH:45]=[C:46](/[CH:49]=[CH:50]/[C:51](O)=[O:52])[CH:47]=[N:48][C:42]=3[NH:41][C:40]2=[O:54])[CH2:36][CH2:35][O:34][CH2:33][CH2:32]1.Cl.CN1CC2C=C(/C=C/C(O)=O)C=NC=2NC(=O)C1, predict the reaction product. (3) Given the reactants [CH:1]1([C:4]2[CH2:8][C:7](=[O:9])[N:6]([CH3:10])[N:5]=2)[CH2:3][CH2:2]1.C[O:12][C:13](OC)(OC)[CH3:14], predict the reaction product. The product is: [CH:1]1([C:4]2[C:8]([C:13](=[O:12])[CH3:14])=[C:7]([OH:9])[N:6]([CH3:10])[N:5]=2)[CH2:3][CH2:2]1. (4) Given the reactants C[O:2][C:3](=[O:19])[C@@H:4]([NH2:18])[CH2:5][C:6]1[CH:11]=[CH:10][C:9]([C:12]2[CH:17]=[CH:16][CH:15]=[CH:14][CH:13]=2)=[CH:8][CH:7]=1.Br[C:21]1[C:22]([O:33][CH3:34])=[C:23]([C:27]([O:31][CH3:32])=[C:28]([Cl:30])[CH:29]=1)[C:24]([OH:26])=O.[F:35][C:36]([F:47])([F:46])[C:37]1[CH:42]=[CH:41][C:40](B(O)O)=[CH:39][CH:38]=1, predict the reaction product. The product is: [C:9]1([C:12]2[CH:17]=[CH:16][CH:15]=[CH:14][CH:13]=2)[CH:10]=[CH:11][C:6]([CH2:5][C@H:4]([NH:18][C:24]([C:23]2[C:22]([O:33][CH3:34])=[C:21]([C:40]3[CH:41]=[CH:42][C:37]([C:36]([F:47])([F:46])[F:35])=[CH:38][CH:39]=3)[CH:29]=[C:28]([Cl:30])[C:27]=2[O:31][CH3:32])=[O:26])[C:3]([OH:2])=[O:19])=[CH:7][CH:8]=1. (5) Given the reactants [CH3:1][O:2][CH:3]([C:6]1[CH:7]=[C:8]2[C:13](=[CH:14][C:15]=1[C:16]([F:19])([F:18])[F:17])[NH:12][C:11](=[O:20])[N:10]([NH:21][S:22]([CH3:25])(=[O:24])=[O:23])[C:9]2=[O:26])[CH2:4][CH3:5].Cl[C:28]([O:30][CH2:31][CH3:32])=[O:29], predict the reaction product. The product is: [CH2:31]([O:30][C:28](=[O:29])[N:21]([S:22]([CH3:25])(=[O:23])=[O:24])[N:10]1[C:9](=[O:26])[C:8]2[C:13](=[CH:14][C:15]([C:16]([F:18])([F:17])[F:19])=[C:6]([CH:3]([O:2][CH3:1])[CH2:4][CH3:5])[CH:7]=2)[NH:12][C:11]1=[O:20])[CH3:32]. (6) Given the reactants [Si]([O:18][CH2:19][C@H:20]1[O:24][C@@H:23]([N:25]2[CH:32]=[C:31]([CH3:33])[C:29](=[O:30])[NH:28][C:26]2=[O:27])[C@H:22]([O:34][CH2:35][CH2:36][O:37][CH3:38])[C@@H:21]1[CH2:39]I)(C(C)(C)C)(C1C=CC=CC=1)C1C=CC=CC=1.F.F.F.C(N(CC)CC)C, predict the reaction product. The product is: [CH3:38][O:37][CH2:36][CH2:35][O:34][C@@H:22]1[C@H:21]([CH3:39])[C@@H:20]([CH2:19][OH:18])[O:24][C@H:23]1[N:25]1[CH:32]=[C:31]([CH3:33])[C:29](=[O:30])[NH:28][C:26]1=[O:27].